Dataset: Forward reaction prediction with 1.9M reactions from USPTO patents (1976-2016). Task: Predict the product of the given reaction. (1) Given the reactants C([Li])CCC.C(NC(C)C)(C)C.[C:13]1(=[O:19])[CH2:18][CH2:17][CH2:16][CH2:15][CH2:14]1.C1C=CC(N([S:27]([C:30]([F:33])([F:32])[F:31])(=[O:29])=[O:28])[S:27]([C:30]([F:33])([F:32])[F:31])(=[O:29])=[O:28])=CC=1, predict the reaction product. The product is: [F:31][C:30]([F:33])([F:32])[S:27]([O:19][C:13]1[CH2:18][CH2:17][CH2:16][CH2:15][CH:14]=1)(=[O:29])=[O:28]. (2) The product is: [F:22][C:19]1[CH:20]=[CH:21][C:16]([C:12]2([OH:15])[CH2:13][CH2:14][N:9]([C:4]3[N:3]=[CH:2][NH:7][C:6](=[O:8])[N:5]=3)[CH2:10][CH2:11]2)=[CH:17][CH:18]=1. Given the reactants Cl[C:2]1[NH:7][C:6](=[O:8])[N:5]=[C:4]([N:9]2[CH2:14][CH2:13][C:12]([C:16]3[CH:21]=[CH:20][C:19]([F:22])=[CH:18][CH:17]=3)([OH:15])[CH2:11][CH2:10]2)[N:3]=1, predict the reaction product. (3) Given the reactants F[C:2](F)(F)[C:3](O)=[O:4].FC(F)(F)C(O)=O.[O:15]1[C:19]2[CH:20]=[CH:21][CH:22]=[CH:23][C:18]=2[NH:17][C:16]1=[C:24]([C:27]1[CH:32]=[CH:31][N:30]=[C:29]([NH:33][CH2:34][CH:35]2[CH2:40][CH2:39][NH:38][CH2:37][CH2:36]2)[N:28]=1)[C:25]#[N:26].CCN(CC)CC.C(Cl)(=O)C, predict the reaction product. The product is: [C:3]([N:38]1[CH2:39][CH2:40][CH:35]([CH2:34][NH:33][C:29]2[N:28]=[C:27]([C:24](=[C:16]3[NH:17][C:18]4[CH:23]=[CH:22][CH:21]=[CH:20][C:19]=4[O:15]3)[C:25]#[N:26])[CH:32]=[CH:31][N:30]=2)[CH2:36][CH2:37]1)(=[O:4])[CH3:2].